This data is from Catalyst prediction with 721,799 reactions and 888 catalyst types from USPTO. The task is: Predict which catalyst facilitates the given reaction. (1) Reactant: [N:1]1[CH:6]=[CH:5][CH:4]=[CH:3][C:2]=1[C:7]1[O:8][C:9]2[CH2:10][NH:11][CH2:12][CH2:13][C:14]=2[N:15]=1.C([O-])([O-])=O.[K+].[K+].Br[CH2:23][C:24]1[CH:25]=[C:26]([CH:29]=[CH:30][CH:31]=1)[C:27]#[N:28]. Product: [N:1]1[CH:6]=[CH:5][CH:4]=[CH:3][C:2]=1[C:7]1[O:8][C:9]2[CH2:10][N:11]([CH2:23][C:24]3[CH:25]=[C:26]([CH:29]=[CH:30][CH:31]=3)[C:27]#[N:28])[CH2:12][CH2:13][C:14]=2[N:15]=1. The catalyst class is: 3. (2) Reactant: [Cu][C:2]#[N:3].[CH2:4]([NH:11][C:12]([C:14]1[S:18][C:17](I)=[N:16][C:15]=1[CH3:20])=[O:13])[C:5]1[CH:10]=[CH:9][CH:8]=[CH:7][CH:6]=1. Product: [CH2:4]([NH:11][C:12]([C:14]1[S:18][C:17]([C:2]#[N:3])=[N:16][C:15]=1[CH3:20])=[O:13])[C:5]1[CH:6]=[CH:7][CH:8]=[CH:9][CH:10]=1. The catalyst class is: 35. (3) Reactant: [CH3:1][O:2][C:3]1[CH:4]=[C:5]([CH:13]=[CH:14][C:15]=1[O:16][CH3:17])[CH2:6][CH2:7][NH:8][C:9](=O)[CH2:10][CH3:11].P(Cl)(Cl)(Cl)=O.C([O-])([O-])=O.[Na+].[Na+]. Product: [CH2:10]([C:9]1[C:13]2[C:5](=[CH:4][C:3]([O:2][CH3:1])=[C:15]([O:16][CH3:17])[CH:14]=2)[CH2:6][CH2:7][N:8]=1)[CH3:11]. The catalyst class is: 2. (4) Reactant: [C:1]([C:5]1[O:9][C:8]([CH3:10])=[C:7]([C:11](Cl)=[O:12])[CH:6]=1)([CH3:4])([CH3:3])[CH3:2].[OH-:14].[Li+]. Product: [C:1]([C:5]1[O:9][C:8]([CH3:10])=[C:7]([C:11]([OH:12])=[O:14])[CH:6]=1)([CH3:4])([CH3:3])[CH3:2]. The catalyst class is: 20. (5) Reactant: [CH3:1][C:2]1[O:6][N:5]=[C:4]([C:7]2[CH:12]=[CH:11][CH:10]=[CH:9][CH:8]=2)[C:3]=1[C:13]([OH:15])=O.O=S(Cl)Cl.[CH3:20][O:21][C:22]([C:24]1[NH:25][CH:26]=[CH:27][CH:28]=1)=[O:23]. The catalyst class is: 68. Product: [CH3:20][O:21][C:22]([C:24]1[NH:25][CH:26]=[C:27]([C:13]([C:3]2[C:4]([C:7]3[CH:8]=[CH:9][CH:10]=[CH:11][CH:12]=3)=[N:5][O:6][C:2]=2[CH3:1])=[O:15])[CH:28]=1)=[O:23]. (6) Reactant: C(Cl)(=O)C(Cl)=O.CS(C)=O.[C:11]([O:15][C:16]([N:18]1[CH2:23][CH2:22][N:21]([CH2:24][CH:25]([OH:42])[CH2:26][N:27]2[C:39]3[CH:38]=[CH:37][C:36]([Br:40])=[CH:35][C:34]=3[C:33]3[C:28]2=[CH:29][CH:30]=[C:31]([Br:41])[CH:32]=3)[CH2:20][CH2:19]1)=[O:17])([CH3:14])([CH3:13])[CH3:12].CCOCC.CO. Product: [C:11]([O:15][C:16]([N:18]1[CH2:19][CH2:20][N:21]([CH2:24][C:25](=[O:42])[CH2:26][N:27]2[C:39]3[CH:38]=[CH:37][C:36]([Br:40])=[CH:35][C:34]=3[C:33]3[C:28]2=[CH:29][CH:30]=[C:31]([Br:41])[CH:32]=3)[CH2:22][CH2:23]1)=[O:17])([CH3:14])([CH3:12])[CH3:13]. The catalyst class is: 2. (7) Reactant: [C:1]1(=[C:7]([C:21]2[CH:26]=[CH:25][C:24]([OH:27])=[CH:23][C:22]=2[CH3:28])[C:8]2[CH:13]=[CH:12][C:11](/[CH:14]=[CH:15]/[C:16]([O:18]CC)=[O:17])=[CH:10][CH:9]=2)[CH2:6][CH2:5][CH2:4][CH2:3][CH2:2]1.[OH-].[Na+].Cl. Product: [C:1]1(=[C:7]([C:21]2[CH:26]=[CH:25][C:24]([OH:27])=[CH:23][C:22]=2[CH3:28])[C:8]2[CH:13]=[CH:12][C:11](/[CH:14]=[CH:15]/[C:16]([OH:18])=[O:17])=[CH:10][CH:9]=2)[CH2:6][CH2:5][CH2:4][CH2:3][CH2:2]1. The catalyst class is: 301. (8) Product: [C:7]([O:10][C:11](=[O:12])[NH:1][C@H:2]([CH3:3])[CH2:4][OH:5])([CH3:9])([CH3:8])[CH3:6]. The catalyst class is: 1. Reactant: [NH2:1][C@@H:2]([CH2:4][OH:5])[CH3:3].[CH3:6][C:7]([O:10][C:11](O[C:11]([O:10][C:7]([CH3:9])([CH3:8])[CH3:6])=[O:12])=[O:12])([CH3:9])[CH3:8].